From a dataset of Experimentally validated miRNA-target interactions with 360,000+ pairs, plus equal number of negative samples. Binary Classification. Given a miRNA mature sequence and a target amino acid sequence, predict their likelihood of interaction. The miRNA is mmu-miR-706 with sequence AGAGAAACCCUGUCUCAAAAAA. The protein sequence of the target gene is MSIALKQVFNKDKTFRPKRKFEPGTQRFELHKRAQASLNSGVDLKAAVQLPSGEDQNDWVAVHVVDFFNRINLIYGTICEFCTERTCPVMSGGPKYEYRWQDDLKYKKPTALPAPQYMNLLMDWIEVQINNEEIFPTCVGVPFPKNFLQICKKILCRLFRVFVHVYIHHFDRVIVMGAEAHVNTCYKHFYYFVTEMNLIDRKELEPLKEMTSRMCH. Result: 0 (no interaction).